The task is: Predict which catalyst facilitates the given reaction.. This data is from Catalyst prediction with 721,799 reactions and 888 catalyst types from USPTO. Reactant: [OH:1][CH2:2][C:3]1[CH:8]=[CH:7][C:6]([CH2:9][CH:10]([NH:12][C:13]2[N:18]=[C:17]([N:19]3[CH2:24][CH2:23][C:22](=[O:25])[N:21]4[CH2:26][CH:27]=[C:28]([C:30]5[CH:35]=[CH:34][CH:33]=[CH:32][CH:31]=5)[N:29]=[C:20]34)[CH:16]=[CH:15][N:14]=2)[CH3:11])=[CH:5][CH:4]=1. Product: [O:25]=[C:22]1[N:21]2[CH2:26][CH:27]=[C:28]([C:30]3[CH:31]=[CH:32][CH:33]=[CH:34][CH:35]=3)[N:29]=[C:20]2[N:19]([C:17]2[CH:16]=[CH:15][N:14]=[C:13]([NH:12][CH:10]([CH3:11])[CH2:9][C:6]3[CH:7]=[CH:8][C:3]([CH:2]=[O:1])=[CH:4][CH:5]=3)[N:18]=2)[CH2:24][CH2:23]1. The catalyst class is: 327.